Dataset: Reaction yield outcomes from USPTO patents with 853,638 reactions. Task: Predict the reaction yield, written as a fraction of the theoretical maximum amount of product (1.0 means a 100% yield; for example, 0.34 means a 34% yield). (1) The reactants are Br[C:2]1[C:3]([CH3:11])=[CH:4][C:5]2[S:9][CH:8]=[N:7][C:6]=2[CH:10]=1.[NH2:12][C:13]1[CH:18]=[CH:17][C:16](B2OC(C)(C)C(C)(C)O2)=[CH:15][N:14]=1.[O-]P([O-])([O-])=O.[K+].[K+].[K+].CC(=O)OCC. The catalyst is C(#N)C.O1CCOCC1.O. The product is [CH3:11][C:3]1[C:2]([C:16]2[CH:17]=[CH:18][C:13]([NH2:12])=[N:14][CH:15]=2)=[CH:10][C:6]2[N:7]=[CH:8][S:9][C:5]=2[CH:4]=1. The yield is 0.990. (2) The reactants are [CH3:1][O:2][C:3](=[O:25])[C:4]1[CH:9]=[CH:8][C:7]([C:10]2[CH:11]=[N:12][C:13]([NH2:24])=[C:14]([O:16]CC3C=CC=CC=3)[CH:15]=2)=[CH:6][CH:5]=1. The catalyst is CCO.O.[Pd]. The product is [CH3:1][O:2][C:3](=[O:25])[C:4]1[CH:5]=[CH:6][C:7]([C:10]2[CH:11]=[N:12][C:13]([NH2:24])=[C:14]([OH:16])[CH:15]=2)=[CH:8][CH:9]=1. The yield is 0.310. (3) The catalyst is Cl. The product is [Br:1][C:2]1[C:6]([C:7]#[N:8])=[C:5]([Br:9])[S:4][C:3]=1[C:10]([NH2:19])=[O:12]. The reactants are [Br:1][C:2]1[C:6]([C:7]#[N:8])=[C:5]([Br:9])[S:4][C:3]=1[C:10]([OH:12])=O.S(Cl)(Cl)=O.C(#[N:19])C.C(Cl)Cl.N.O1CCOCC1. The yield is 0.980. (4) The reactants are [C:1]([C:4]1[C:9]([C:10]2[CH:15]=[CH:14][CH:13]=[CH:12][CH:11]=2)=[N:8][N:7]([CH2:16][CH3:17])[C:6](=[O:18])[C:5]=1[N+:19]([O-])=O)(=[O:3])[CH3:2].N[C:23]1[CH:31]=[CH:30][CH:29]=[C:28]2[C:24]=1[CH:25]=[CH:26][NH:27]2. The catalyst is C(O)C. The product is [C:1]([C:4]1[C:9]([C:10]2[CH:15]=[CH:14][CH:13]=[CH:12][CH:11]=2)=[N:8][N:7]([CH2:16][CH3:17])[C:6](=[O:18])[C:5]=1[NH:19][C:23]1[CH:31]=[CH:30][CH:29]=[C:28]2[C:24]=1[CH:25]=[CH:26][NH:27]2)(=[O:3])[CH3:2]. The yield is 0.798.